From a dataset of Forward reaction prediction with 1.9M reactions from USPTO patents (1976-2016). Predict the product of the given reaction. Given the reactants [CH3:1][O:2][CH2:3][CH2:4][CH2:5][C:6]1[CH:7]=[C:8]([CH:14]=[CH:15][CH:16]=1)[C:9](OCC)=[O:10].[H-].[Al+3].[Li+].[H-].[H-].[H-], predict the reaction product. The product is: [CH3:1][O:2][CH2:3][CH2:4][CH2:5][C:6]1[CH:7]=[C:8]([CH2:9][OH:10])[CH:14]=[CH:15][CH:16]=1.